This data is from Full USPTO retrosynthesis dataset with 1.9M reactions from patents (1976-2016). The task is: Predict the reactants needed to synthesize the given product. (1) Given the product [CH3:1][N:2]([CH2:23][CH2:24][C:25]1[CH:30]=[CH:29][CH:28]=[CH:27][CH:26]=1)[C:3]1[C:4]([C:17]2[CH:22]=[CH:21][CH:20]=[CH:19][CH:18]=2)=[N:5][C:6]2[C:11]([N:12]=1)=[CH:10][C:9]([C:13]([OH:15])=[O:14])=[CH:8][CH:7]=2, predict the reactants needed to synthesize it. The reactants are: [CH3:1][N:2]([CH2:23][CH2:24][C:25]1[CH:30]=[CH:29][CH:28]=[CH:27][CH:26]=1)[C:3]1[C:4]([C:17]2[CH:22]=[CH:21][CH:20]=[CH:19][CH:18]=2)=[N:5][C:6]2[C:11]([N:12]=1)=[CH:10][C:9]([C:13]([O:15]C)=[O:14])=[CH:8][CH:7]=2.[OH-].[Na+]. (2) Given the product [CH3:1][O:2][C:3](=[O:14])[CH2:4][O:5][C:6]1[CH:11]=[CH:10][C:9]([Cl:12])=[C:8]2[C:7]=1[C:18](=[O:17])[C:19]([CH2:25][C:26]1[CH:27]=[CH:28][C:29]([S:32]([CH3:35])(=[O:33])=[O:34])=[CH:30][CH:31]=1)=[C:20]([CH:21]([CH3:22])[CH3:23])[NH:13]2, predict the reactants needed to synthesize it. The reactants are: [CH3:1][O:2][C:3](=[O:14])[CH2:4][O:5][C:6]1[CH:11]=[CH:10][C:9]([Cl:12])=[C:8]([NH2:13])[CH:7]=1.C([O:17][C:18](=O)[CH:19]([CH2:25][C:26]1[CH:31]=[CH:30][C:29]([S:32]([CH3:35])(=[O:34])=[O:33])=[CH:28][CH:27]=1)[C:20](=O)[CH:21]([CH3:23])[CH3:22])C.O1CCOCC1. (3) Given the product [CH:3]1([C:12]2[C:20]3[C:15](=[N:16][CH:17]=[CH:18][CH:19]=3)[N:14]([S:21]([C:24]3[CH:25]=[CH:26][CH:27]=[CH:28][CH:29]=3)(=[O:23])=[O:22])[CH:13]=2)[CH2:6][CH2:5][CH2:4]1, predict the reactants needed to synthesize it. The reactants are: [Mg].Br[CH:3]1[CH2:6][CH2:5][CH2:4]1.BrCCBr.Br[C:12]1[C:20]2[C:15](=[N:16][CH:17]=[CH:18][CH:19]=2)[N:14]([S:21]([C:24]2[CH:29]=[CH:28][CH:27]=[CH:26][CH:25]=2)(=[O:23])=[O:22])[CH:13]=1. (4) Given the product [NH2:35][C:12]1[CH:13]=[N:14][CH:15]=[C:16]2[C:11]=1[CH2:10][CH2:9][N:8]([C:6]([O:5][C:1]([CH3:4])([CH3:3])[CH3:2])=[O:7])[CH2:17]2, predict the reactants needed to synthesize it. The reactants are: [C:1]([O:5][C:6]([N:8]1[CH2:17][C:16]2[CH:15]=[N:14][CH:13]=[C:12](C(O)=O)[C:11]=2[CH2:10][CH2:9]1)=[O:7])([CH3:4])([CH3:3])[CH3:2].C1(P([N:35]=[N+]=[N-])(C2C=CC=CC=2)=O)C=CC=CC=1. (5) Given the product [O:32]([CH2:31][C:22]1[N:21]([CH2:20][C:18]2[CH:17]=[CH:16][C:10]3/[C:11](=[C:12](/[CH3:15])\[C:13]#[N:14])/[C:5]4[CH:4]=[CH:3][C:2]([F:1])=[CH:33][C:6]=4[O:7][CH2:8][C:9]=3[CH:19]=2)[C:25]2[CH:26]=[CH:27][CH:28]=[C:29]([OH:30])[C:24]=2[N:23]=1)[Si:48]([C:51]([CH3:54])([CH3:53])[CH3:52])([CH3:50])[CH3:49], predict the reactants needed to synthesize it. The reactants are: [F:1][C:2]1[CH:3]=[CH:4][C:5]2=[C:6]([CH:33]=1)[O:7][CH2:8][C:9]1[CH:19]=[C:18]([CH2:20][N:21]3[C:25]4[CH:26]=[CH:27][CH:28]=[C:29]([OH:30])[C:24]=4[N:23]=[C:22]3[CH2:31][OH:32])[CH:17]=[CH:16][C:10]=1/[C:11]/2=[C:12](/[CH3:15])\[C:13]#[N:14].N1C(C)=CC=CC=1C.FC(F)(F)S(O[Si:48]([C:51]([CH3:54])([CH3:53])[CH3:52])([CH3:50])[CH3:49])(=O)=O.C(=O)([O-])O.[Na+].C(=O)([O-])[O-].[K+].[K+]. (6) Given the product [C:13]([C:10]1[CH:11]=[CH:12][CH:7]=[C:8]([C:17]([CH3:20])([CH3:19])[CH3:18])[CH:9]=1)([CH3:16])([CH3:15])[CH3:14], predict the reactants needed to synthesize it. The reactants are: N.C(OP(=O)(OCC)O[C:7]1[CH:12]=[CH:11][C:10]([C:13]([CH3:16])([CH3:15])[CH3:14])=[CH:9][C:8]=1[C:17]([CH3:20])([CH3:19])[CH3:18])C.[Li].